This data is from Forward reaction prediction with 1.9M reactions from USPTO patents (1976-2016). The task is: Predict the product of the given reaction. (1) Given the reactants C[O:2][C:3](=O)[CH2:4][N:5]1[CH:9]=[C:8]([N+:10]([O-])=O)[C:7]([CH3:13])=[N:6]1.[H-].[Al+3].[Li+].[H-].[H-].[H-], predict the reaction product. The product is: [NH2:10][C:8]1[C:7]([CH3:13])=[N:6][N:5]([CH2:4][CH2:3][OH:2])[CH:9]=1. (2) Given the reactants [CH3:1][O:2][C:3]1[CH:8]=[CH:7][C:6]([C@@H:9]([NH:11][C@@H:12]2[C:21]3[N:20]=[CH:19][CH:18]=[CH:17][C:16]=3[CH2:15][CH2:14][C@@H:13]2[CH2:22][CH2:23][CH2:24]O)[CH3:10])=[CH:5][CH:4]=1.C(N(C(C)C)CC)(C)C.CS(Cl)(=O)=O, predict the reaction product. The product is: [CH3:1][O:2][C:3]1[CH:4]=[CH:5][C:6]([C@@H:9]([N:11]2[C@H:12]3[C@H:13]([CH2:14][CH2:15][C:16]4[C:21]3=[N:20][CH:19]=[CH:18][CH:17]=4)[CH2:22][CH2:23][CH2:24]2)[CH3:10])=[CH:7][CH:8]=1. (3) Given the reactants [O:1]=[C:2]1[CH2:6][CH2:5][CH:4]([C:7]([OH:9])=[O:8])[CH2:3]1.[C:10](=O)([O-])[O-].[K+].[K+].IC, predict the reaction product. The product is: [O:1]=[C:2]1[CH2:6][CH2:5][CH:4]([C:7]([O:9][CH3:10])=[O:8])[CH2:3]1. (4) Given the reactants [F:1][C:2]1[CH:7]=[C:6]([F:8])[CH:5]=[CH:4][C:3]=1[OH:9].Cl[CH2:11][C:12]([N:14]1[CH2:19][CH2:18][N:17]([S:20]([C:23]2[CH:32]=[CH:31][C:30]3[C:25](=[CH:26][CH:27]=[CH:28][CH:29]=3)[CH:24]=2)(=[O:22])=[O:21])[CH2:16][CH2:15]1)=[O:13].C(=O)([O-])[O-].[K+].[K+].O, predict the reaction product. The product is: [F:1][C:2]1[CH:7]=[C:6]([F:8])[CH:5]=[CH:4][C:3]=1[O:9][CH2:11][C:12]([N:14]1[CH2:15][CH2:16][N:17]([S:20]([C:23]2[CH:32]=[CH:31][C:30]3[C:25](=[CH:26][CH:27]=[CH:28][CH:29]=3)[CH:24]=2)(=[O:21])=[O:22])[CH2:18][CH2:19]1)=[O:13]. (5) The product is: [C:15]([O:14][C:12]([NH:11][CH2:10][C:3]1[CH:4]=[N:5][N:6]([CH2:7][CH2:8][O:9][C:25]([C:45]2[CH:44]=[CH:37][CH:32]=[CH:33][CH:34]=2)([C:19]2[CH:24]=[CH:23][CH:22]=[CH:21][CH:20]=2)[C:26]2[CH:31]=[CH:30][CH:29]=[CH:28][CH:27]=2)[C:2]=1[NH:1][C:25]([C:32]1[CH:37]=[CH:36][CH:35]=[CH:34][CH:33]=1)([C:26]1[CH:31]=[CH:30][CH:29]=[CH:28][CH:27]=1)[C:19]1[CH:24]=[CH:23][CH:22]=[CH:21][CH:20]=1)=[O:13])([CH3:18])([CH3:17])[CH3:16]. Given the reactants [NH2:1][C:2]1[N:6]([CH2:7][CH2:8][OH:9])[N:5]=[CH:4][C:3]=1[CH2:10][NH:11][C:12]([O:14][C:15]([CH3:18])([CH3:17])[CH3:16])=[O:13].[C:19]1([C:25](Cl)([C:32]2[CH:37]=[CH:36][CH:35]=[CH:34][CH:33]=2)[C:26]2[CH:31]=[CH:30][CH:29]=[CH:28][CH:27]=2)[CH:24]=[CH:23][CH:22]=[CH:21][CH:20]=1.C(N([CH2:44][CH3:45])CC)C, predict the reaction product. (6) Given the reactants Cl[C:2]([O:4][CH2:5][C:6]([Cl:9])([Cl:8])[Cl:7])=[O:3].[C:10]([C:14]1[CH:15]=[C:16]([NH2:33])[N:17]([C:19]2[CH:24]=[CH:23][C:22]([F:25])=[C:21]([CH2:26][N:27]3[CH2:32][CH2:31][O:30][CH2:29][CH2:28]3)[CH:20]=2)[N:18]=1)([CH3:13])([CH3:12])[CH3:11].CCN(C(C)C)C(C)C, predict the reaction product. The product is: [Cl:7][C:6]([Cl:9])([Cl:8])[CH2:5][O:4][C:2](=[O:3])[NH:33][C:16]1[N:17]([C:19]2[CH:24]=[CH:23][C:22]([F:25])=[C:21]([CH2:26][N:27]3[CH2:32][CH2:31][O:30][CH2:29][CH2:28]3)[CH:20]=2)[N:18]=[C:14]([C:10]([CH3:13])([CH3:12])[CH3:11])[CH:15]=1. (7) Given the reactants [CH3:1][C:2]([CH3:4])=O.[C:5]1([CH:11]([C:13]2[CH:18]=[CH:17][CH:16]=[CH:15][CH:14]=2)[NH2:12])[CH:10]=[CH:9][CH:8]=[CH:7][CH:6]=1.[BH-](OC(C)=O)(OC(C)=O)OC(C)=O.[Na+].C([O-])(O)=O.[Na+], predict the reaction product. The product is: [CH:11]([NH:12][CH:2]([CH3:4])[CH3:1])([C:5]1[CH:6]=[CH:7][CH:8]=[CH:9][CH:10]=1)[C:13]1[CH:14]=[CH:15][CH:16]=[CH:17][CH:18]=1.